From a dataset of Catalyst prediction with 721,799 reactions and 888 catalyst types from USPTO. Predict which catalyst facilitates the given reaction. (1) Reactant: [Mg].Cl[CH:3]1[CH2:8][CH2:7][N:6]([CH3:9])[CH2:5][CH2:4]1.[O:10]=[C:11]1[C:20]2[CH:21]=[C:22]([S:25][CH2:26][C:27]([O:29][CH3:30])=[O:28])[CH:23]=[CH:24][C:19]=2[O:18][CH2:17][C:16]2[CH:15]=[CH:14][S:13][C:12]1=2.[Cl-].[NH4+]. Product: [OH:10][C:11]1([CH:3]2[CH2:8][CH2:7][N:6]([CH3:9])[CH2:5][CH2:4]2)[C:20]2[CH:21]=[C:22]([S:25][CH2:26][C:27]([O:29][CH3:30])=[O:28])[CH:23]=[CH:24][C:19]=2[O:18][CH2:17][C:16]2[CH:15]=[CH:14][S:13][C:12]1=2. The catalyst class is: 1. (2) Reactant: CO.[Br:3][C:4]1[CH:9]=[CH:8][C:7]([O:10][CH:11]([F:13])[F:12])=[C:6]([O:14]CC2CC2)[CH:5]=1.Cl. Product: [Br:3][C:4]1[CH:9]=[CH:8][C:7]([O:10][CH:11]([F:12])[F:13])=[C:6]([OH:14])[CH:5]=1. The catalyst class is: 6. (3) Reactant: [CH2:1]([OH:8])[C:2]1[CH:7]=[CH:6][CH:5]=[CH:4][CH:3]=1.[H-].[Na+].Cl[C:12]1[N:17]=[C:16]([NH:18][C:19]2[CH:24]=[CH:23][C:22]([CH2:25][CH3:26])=[CH:21][CH:20]=2)[C:15]([N+:27]([O-:29])=[O:28])=[CH:14][CH:13]=1. Product: [CH2:1]([O:8][C:12]1[N:17]=[C:16]([NH:18][C:19]2[CH:20]=[CH:21][C:22]([CH2:25][CH3:26])=[CH:23][CH:24]=2)[C:15]([N+:27]([O-:29])=[O:28])=[CH:14][CH:13]=1)[C:2]1[CH:7]=[CH:6][CH:5]=[CH:4][CH:3]=1. The catalyst class is: 1. (4) Reactant: [Si]([O:18][C:19]1[CH:20]=[C:21]([C:25]2[N:33]=[C:32]3[C:28]([NH:29][C:30](=[O:41])[N:31]3[CH2:34][CH:35]3[CH2:40][CH2:39][O:38][CH2:37][CH2:36]3)=[C:27]([C:42](OC)=[O:43])[N:26]=2)[CH:22]=[CH:23][CH:24]=1)(C(C)(C)C)(C1C=CC=CC=1)C1C=CC=CC=1.[NH2:46]C1C(C(OC)=O)=NC(C2C=CC=C(O[Si](C(C)(C)C)(C3C=CC=CC=3)C3C=CC=CC=3)C=2)=NC=1NCC1CCOCC1. Product: [OH:18][C:19]1[CH:20]=[C:21]([C:25]2[N:33]=[C:32]3[C:28]([NH:29][C:30](=[O:41])[N:31]3[CH2:34][CH:35]3[CH2:36][CH2:37][O:38][CH2:39][CH2:40]3)=[C:27]([C:42]([NH2:46])=[O:43])[N:26]=2)[CH:22]=[CH:23][CH:24]=1. The catalyst class is: 4. (5) Reactant: [CH2:1]1[O:5][C@@H:4]2[C@H:6]([OH:9])[CH2:7][O:8][C@@H:3]2[C@@H:2]1[OH:10].[C:11](O)(=[O:17])[CH2:12][CH2:13][CH2:14][CH:15]=[CH2:16].CCN=C=NCCCN(C)C. Product: [C:11]([O:10][C@@H:2]1[CH2:1][O:5][C@@H:4]2[C@H:6]([OH:9])[CH2:7][O:8][C@H:3]12)(=[O:17])[CH2:12][CH2:13][CH2:14][CH:15]=[CH2:16]. The catalyst class is: 79. (6) Reactant: [Br:1][C:2]1[CH:7]=[CH:6][CH:5]=[C:4](I)[CH:3]=1.[NH:9]1[CH:13]=[CH:12][CH:11]=[N:10]1.[C@H]1(N)CCCC[C@@H]1N.C(=O)([O-])[O-].[K+].[K+]. Product: [Br:1][C:2]1[CH:3]=[C:4]([N:9]2[CH:13]=[CH:12][CH:11]=[N:10]2)[CH:5]=[CH:6][CH:7]=1. The catalyst class is: 185. (7) Product: [NH:8]1[C:9]2[C:5](=[CH:4][CH:3]=[C:2]([C:19](=[O:21])[CH3:20])[CH:10]=2)[CH:6]=[N:7]1. The catalyst class is: 1. Reactant: Br[C:2]1[CH:10]=[C:9]2[C:5]([CH:6]=[N:7][NH:8]2)=[CH:4][CH:3]=1.[Li]CCCC.CON(C)[C:19](=[O:21])[CH3:20]. (8) Reactant: Cl[C:2]1[N:7]2[C:8](=[O:11])[NH:9][N:10]=[C:6]2[C:5]([C:12]2[CH:17]=[CH:16][C:15]([Cl:18])=[CH:14][CH:13]=2)=[C:4]([C:19]2[CH:24]=[CH:23][C:22]([Cl:25])=[CH:21][CH:20]=2)[N:3]=1.[OH-].[NH4+:27]. Product: [NH2:27][C:2]1[N:7]2[C:8](=[O:11])[NH:9][N:10]=[C:6]2[C:5]([C:12]2[CH:17]=[CH:16][C:15]([Cl:18])=[CH:14][CH:13]=2)=[C:4]([C:19]2[CH:24]=[CH:23][C:22]([Cl:25])=[CH:21][CH:20]=2)[N:3]=1. The catalyst class is: 1.